From a dataset of Forward reaction prediction with 1.9M reactions from USPTO patents (1976-2016). Predict the product of the given reaction. (1) Given the reactants [CH2:1]([C:3]1[CH:9]=[CH:8][CH:7]=[CH:6][C:4]=1[NH2:5])[CH3:2].[C:10](OC(=O)C)(=[O:12])[CH3:11], predict the reaction product. The product is: [C:10]([NH:5][C:4]1[CH:6]=[CH:7][CH:8]=[CH:9][C:3]=1[CH2:1][CH3:2])(=[O:12])[CH3:11]. (2) The product is: [OH:1][C:2]1[C:7]([C:8]([NH:37][CH:38]([C:48]2[CH:53]=[CH:52][C:51]([O:54][CH3:55])=[CH:50][CH:49]=2)[C:39]2[CH:44]=[CH:43][C:42]([PH:45](=[O:46])[OH:47])=[CH:41][CH:40]=2)=[O:10])=[CH:6][N:5]=[C:4]([C:11]2[CH:16]=[CH:15][CH:14]=[CH:13][N:12]=2)[N:3]=1. Given the reactants [OH:1][C:2]1[C:7]([C:8]([OH:10])=O)=[CH:6][N:5]=[C:4]([C:11]2[CH:16]=[CH:15][CH:14]=[CH:13][N:12]=2)[N:3]=1.CCN(CC)CC.C1N=CN(C(N2C=NC=C2)=O)C=1.Cl.[NH2:37][CH:38]([C:48]1[CH:53]=[CH:52][C:51]([O:54][CH3:55])=[CH:50][CH:49]=1)[C:39]1[CH:44]=[CH:43][C:42]([PH:45](=[O:47])[OH:46])=[CH:41][CH:40]=1, predict the reaction product. (3) The product is: [CH3:37][C:2]1([CH3:1])[N:6]([CH2:7][C:8]2[CH:13]=[CH:12][N:11]=[C:10]([NH:14][C:15](=[O:16])[N:39]([CH3:40])[CH3:38])[N:9]=2)[C:5](=[O:24])[N:4]([C:25]2[CH:26]=[CH:27][C:28]([S:31][C:32]([F:34])([F:33])[F:35])=[CH:29][CH:30]=2)[C:3]1=[O:36]. Given the reactants [CH3:1][C:2]1([CH3:37])[N:6]([CH2:7][C:8]2[CH:13]=[CH:12][N:11]=[C:10]([NH:14][C:15](=O)[O:16]C3C=CC=CC=3)[N:9]=2)[C:5](=[O:24])[N:4]([C:25]2[CH:30]=[CH:29][C:28]([S:31][C:32]([F:35])([F:34])[F:33])=[CH:27][CH:26]=2)[C:3]1=[O:36].[CH3:38][NH:39][CH3:40], predict the reaction product. (4) Given the reactants [F:1][C:2]([F:42])([F:41])[C:3]1[CH:8]=[CH:7][C:6]([C:9]2[CH2:14][CH2:13][CH2:12][CH2:11][C:10]=2[C:15]([NH:17][C:18]2[CH:40]=[CH:39][C:21]([O:22][CH2:23][CH2:24][C:25]3[N:30]=[C:29]([NH:31]C(=O)OC(C)(C)C)[CH:28]=[CH:27][CH:26]=3)=[CH:20][CH:19]=2)=[O:16])=[CH:5][CH:4]=1.FC(F)(F)C(O)=O, predict the reaction product. The product is: [NH2:31][C:29]1[N:30]=[C:25]([CH2:24][CH2:23][O:22][C:21]2[CH:20]=[CH:19][C:18]([NH:17][C:15]([C:10]3[CH2:11][CH2:12][CH2:13][CH2:14][C:9]=3[C:6]3[CH:5]=[CH:4][C:3]([C:2]([F:42])([F:1])[F:41])=[CH:8][CH:7]=3)=[O:16])=[CH:40][CH:39]=2)[CH:26]=[CH:27][CH:28]=1.